From a dataset of Catalyst prediction with 721,799 reactions and 888 catalyst types from USPTO. Predict which catalyst facilitates the given reaction. (1) Reactant: [C:1]([O:5][C:6]([N:8]1[CH2:13][CH2:12][CH:11]([CH2:14][O:15][C:16]2[CH:21]=[C:20]([CH:22]([CH:27]3[CH2:29][CH2:28]3)[CH2:23][C:24]([OH:26])=[O:25])[CH:19]=[CH:18][N:17]=2)[CH2:10][CH2:9]1)=[O:7])([CH3:4])([CH3:3])[CH3:2].[C:30]1([CH3:39])[CH:35]=[CH:34][C:33]([C@@H:36]([NH2:38])[CH3:37])=[CH:32][CH:31]=1.CCCCCCC. Product: [C:1]([O:5][C:6]([N:8]1[CH2:9][CH2:10][CH:11]([CH2:14][O:15][C:16]2[CH:21]=[C:20]([C@H:22]([CH:27]3[CH2:28][CH2:29]3)[CH2:23][C:24]([O-:26])=[O:25])[CH:19]=[CH:18][N:17]=2)[CH2:12][CH2:13]1)=[O:7])([CH3:4])([CH3:2])[CH3:3].[CH3:39][C:30]1[CH:35]=[CH:34][C:33]([C@H:36]([NH3+:38])[CH3:37])=[CH:32][CH:31]=1. The catalyst class is: 162. (2) The catalyst class is: 9. Reactant: Cl[CH2:2][C:3]([NH:5][C:6]1[CH:19]=[CH:18][C:17]2[C:16](=[O:20])[C:15]3[C:10](=[CH:11][C:12]([NH:21][C:22](=[O:25])[CH2:23]Cl)=[CH:13][CH:14]=3)[C:9](=[O:26])[C:8]=2[CH:7]=1)=[O:4].[CH2:27]([NH2:29])[CH3:28].[N:30]1C=CC=[CH:32][CH:31]=1. Product: [CH2:27]([NH:29][CH2:2][C:3]([NH:5][C:6]1[CH:19]=[CH:18][C:17]2[C:16](=[O:20])[C:15]3[C:10](=[CH:11][C:12]([NH:21][C:22](=[O:25])[CH2:23][NH:30][CH2:31][CH3:32])=[CH:13][CH:14]=3)[C:9](=[O:26])[C:8]=2[CH:7]=1)=[O:4])[CH3:28]. (3) Reactant: [NH2:1][C:2]1[S:6][C:5]2[CH2:7][CH2:8][CH2:9][CH2:10][C:4]=2[C:3]=1[C:11]([C:13]1[CH:18]=[CH:17][CH:16]=[CH:15][CH:14]=1)=[O:12].O.[C:20]([OH:24])(=[O:23])[CH:21]=O.[CH:25](B(O)O)=[CH:26][C:27]1[CH:32]=[CH:31][CH:30]=[CH:29][CH:28]=1. Product: [C:11]([C:3]1[C:4]2[CH2:10][CH2:9][CH2:8][CH2:7][C:5]=2[S:6][C:2]=1[NH:1][CH:21]([CH:25]=[CH:26][C:27]1[CH:32]=[CH:31][CH:30]=[CH:29][CH:28]=1)[C:20]([OH:24])=[O:23])(=[O:12])[C:13]1[CH:14]=[CH:15][CH:16]=[CH:17][CH:18]=1. The catalyst class is: 10. (4) Reactant: [NH2:1][C:2]1[N:7]=[CH:6][N:5]=[C:4]2[N:8]([CH:12]([C:14]3[CH:15]=[C:16]4[N:21]([C:22]=3[CH2:23][N:24]3[CH2:41][CH2:40][C:27]5([CH2:32][CH2:31][N:30]([C:33]([O:35][C:36]([CH3:39])([CH3:38])[CH3:37])=[O:34])[CH2:29][CH2:28]5)[CH2:26][CH2:25]3)[CH:20]=[CH:19][CH:18]=[CH:17]4)[CH3:13])[N:9]=[C:10](I)[C:3]=12.[F:42][C:43]1[CH:44]=[C:45](B(O)O)[CH:46]=[C:47]([OH:49])[CH:48]=1.CCO.C([O-])([O-])=O.[Na+].[Na+]. Product: [NH2:1][C:2]1[N:7]=[CH:6][N:5]=[C:4]2[N:8]([CH:12]([C:14]3[CH:15]=[C:16]4[N:21]([C:22]=3[CH2:23][N:24]3[CH2:41][CH2:40][C:27]5([CH2:32][CH2:31][N:30]([C:33]([O:35][C:36]([CH3:39])([CH3:38])[CH3:37])=[O:34])[CH2:29][CH2:28]5)[CH2:26][CH2:25]3)[CH:20]=[CH:19][CH:18]=[CH:17]4)[CH3:13])[N:9]=[C:10]([C:45]3[CH:46]=[C:47]([OH:49])[CH:48]=[C:43]([F:42])[CH:44]=3)[C:3]=12. The catalyst class is: 104. (5) Reactant: C(O)(=O)C.[CH2:5]([O:7][C:8]([C:10]1[CH2:14][C:13](O)([C:15]2[CH:20]=[CH:19][CH:18]=[CH:17][N:16]=2)[N:12]([C:22]2[CH:23]=[N:24][C:25]([O:28][CH3:29])=[CH:26][CH:27]=2)[N:11]=1)=[O:9])[CH3:6].C(=O)([O-])O.[Na+].O. Product: [CH2:5]([O:7][C:8]([C:10]1[CH:14]=[C:13]([C:15]2[CH:20]=[CH:19][CH:18]=[CH:17][N:16]=2)[N:12]([C:22]2[CH:23]=[N:24][C:25]([O:28][CH3:29])=[CH:26][CH:27]=2)[N:11]=1)=[O:9])[CH3:6]. The catalyst class is: 162.